Task: Predict which catalyst facilitates the given reaction.. Dataset: Catalyst prediction with 721,799 reactions and 888 catalyst types from USPTO (1) Reactant: C([O:3][CH2:4][CH3:5])=O.[Na].[C:7]1([CH2:17][C:18](OCC)=[O:19])[C:16]2[C:11](=[CH:12][CH:13]=[CH:14][CH:15]=2)[CH:10]=[CH:9][CH:8]=1. Product: [C:7]1([CH:17]([C:4](=[O:3])[CH3:5])[CH:18]=[O:19])[C:16]2[C:11](=[CH:12][CH:13]=[CH:14][CH:15]=2)[CH:10]=[CH:9][CH:8]=1. The catalyst class is: 27. (2) Reactant: OC1C(=O)NN=C(CCC2C=CC=CC=2)C=1.C([O:24][C:25]1[N:26]=[N:27][C:28]([CH2:39][C:40]2[CH:45]=[C:44]([C:46]([F:49])([F:48])[F:47])[CH:43]=[C:42]([C:50]([F:53])([F:52])[F:51])[CH:41]=2)=[CH:29][C:30]=1[O:31]CC1C=CC=CC=1)C1C=CC=CC=1.O1CCCC1. Product: [F:49][C:46]([F:47])([F:48])[C:44]1[CH:45]=[C:40]([CH2:39][C:28]2[CH:29]=[C:30]([OH:31])[C:25](=[O:24])[NH:26][N:27]=2)[CH:41]=[C:42]([C:50]([F:51])([F:53])[F:52])[CH:43]=1. The catalyst class is: 13. (3) Reactant: [NH:1]1[C:9]2[C:4](=[CH:5][CH:6]=[CH:7][CH:8]=2)[CH:3]=[N:2]1.Br[CH2:11][C@@H:12]([CH3:22])[CH2:13][O:14][Si:15]([C:18]([CH3:21])([CH3:20])[CH3:19])([CH3:17])[CH3:16].C([O-])([O-])=O.[Cs+].[Cs+].O. Product: [Si:15]([O:14][CH2:13][C@H:12]([CH3:22])[CH2:11][N:1]1[C:9]2[C:4](=[CH:5][CH:6]=[CH:7][CH:8]=2)[CH:3]=[N:2]1)([C:18]([CH3:19])([CH3:20])[CH3:21])([CH3:16])[CH3:17]. The catalyst class is: 3. (4) Reactant: [Si]([O:8][CH2:9][CH2:10][CH2:11][C@@H:12]([NH:16][C:17](=[O:23])[O:18][C:19]([CH3:22])([CH3:21])[CH3:20])[CH2:13][CH2:14][CH3:15])(C(C)(C)C)(C)C.CCCC[N+](CCCC)(CCCC)CCCC.[F-].[NH4+].[Cl-]. Product: [OH:8][CH2:9][CH2:10][CH2:11][C@@H:12]([NH:16][C:17](=[O:23])[O:18][C:19]([CH3:22])([CH3:21])[CH3:20])[CH2:13][CH2:14][CH3:15]. The catalyst class is: 1. (5) Reactant: [CH3:1][O:2][C:3]1[CH:8]=[C:7]([O:9][CH3:10])[N:6]=[C:5]([C:11]([CH2:13][C:14]([NH:16]C2C=CC=CC=2)=O)=[O:12])[N:4]=1.Cl.[OH-].[Na+]. Product: [CH3:10][O:9][C:7]1[CH:8]=[C:3]([O:2][CH3:1])[N:4]=[C:5]([C:11]([C:13]2[CH:14]=[CH:13][CH:11]=[CH:5][C:14]=2[NH2:16])=[O:12])[N:6]=1. The catalyst class is: 5. (6) Reactant: O[N:2]=[C:3]1[C:7]2([CH2:9][CH2:8]2)[C:6](=[O:10])[N:5]([C@@H:11]([C:13]2[CH:18]=[CH:17][CH:16]=[CH:15][CH:14]=2)[CH3:12])[CH2:4]1. Product: [NH2:2][CH:3]1[C:7]2([CH2:9][CH2:8]2)[C:6](=[O:10])[N:5]([C@@H:11]([C:13]2[CH:18]=[CH:17][CH:16]=[CH:15][CH:14]=2)[CH3:12])[CH2:4]1. The catalyst class is: 227.